From a dataset of Reaction yield outcomes from USPTO patents with 853,638 reactions. Predict the reaction yield, written as a fraction of the theoretical maximum amount of product (1.0 means a 100% yield; for example, 0.34 means a 34% yield). (1) The reactants are F[C:2]1[CH:7]=[CH:6][CH:5]=[C:4]([F:8])[N:3]=1.[CH3:9][O:10][C:11]1[CH:18]=[CH:17][C:14]([CH2:15][NH2:16])=[CH:13][CH:12]=1.C(N(CC)C(C)C)(C)C.O. The catalyst is CN1CCCC1=O. The product is [F:8][C:4]1[N:3]=[C:2]([NH:16][CH2:15][C:14]2[CH:17]=[CH:18][C:11]([O:10][CH3:9])=[CH:12][CH:13]=2)[CH:7]=[CH:6][CH:5]=1. The yield is 0.748. (2) The reactants are Br[C:2]1[CH:3]=[CH:4][C:5]([O:8][C:9]2[CH:14]=[CH:13][C:12]([F:15])=[CH:11][CH:10]=2)=[N:6][CH:7]=1.[CH2:16]([Li])[CH2:17][CH2:18][CH3:19].Cl.Cl.C1(C2C=[CH:32][CH:31]=[CH:30][NH:29]N=2)CCC1.[CH3:34][CH2:35][N:36]([CH:40](C)C)C(C)C.CC[O:45]CC. The catalyst is C(Cl)Cl. The product is [CH:19]1([N:29]2[CH2:30][CH2:31][CH2:32][N:36]([C:40]([C:2]3[CH:7]=[N:6][C:5]([O:8][C:9]4[CH:14]=[CH:13][C:12]([F:15])=[CH:11][CH:10]=4)=[CH:4][CH:3]=3)=[O:45])[CH2:35][CH2:34]2)[CH2:18][CH2:17][CH2:16]1. The yield is 0.570. (3) The reactants are C(N(S(F)(F)[F:7])CC)C.[Cl:10][C:11]1[C:16]([C:17]2(O)[CH2:20][CH2:19][CH2:18]2)=[CH:15][CH:14]=[C:13]([CH3:22])[N:12]=1. The catalyst is ClCCl. The product is [Cl:10][C:11]1[C:16]([C:17]2([F:7])[CH2:20][CH2:19][CH2:18]2)=[CH:15][CH:14]=[C:13]([CH3:22])[N:12]=1. The yield is 0.930.